This data is from Reaction yield outcomes from USPTO patents with 853,638 reactions. The task is: Predict the reaction yield, written as a fraction of the theoretical maximum amount of product (1.0 means a 100% yield; for example, 0.34 means a 34% yield). (1) The reactants are C([O:3][C:4]([C:6]1[CH:10]=[C:9]([C:11]2[CH:16]=[CH:15][C:14]([CH3:17])=[CH:13][N:12]=2)[N:8]([C:18]2[N:23]=[CH:22][CH:21]=[CH:20][N:19]=2)[N:7]=1)=[O:5])C.O.[OH-].[Li+].Cl. The catalyst is O1CCCC1.O. The product is [CH3:17][C:14]1[CH:15]=[CH:16][C:11]([C:9]2[N:8]([C:18]3[N:23]=[CH:22][CH:21]=[CH:20][N:19]=3)[N:7]=[C:6]([C:4]([OH:5])=[O:3])[CH:10]=2)=[N:12][CH:13]=1. The yield is 0.920. (2) The reactants are [NH2:1][C:2]1[CH2:7][CH:6]([CH3:8])[CH2:5][C:4](=[O:9])[CH:3]=1. The catalyst is COC=CC(=O)C. The product is [CH3:4][C:3]1[CH:2]=[CH:7][C:3]2[C:4](=[O:9])[CH2:5][CH:6]([CH3:8])[CH2:7][C:2]=2[N:1]=1. The yield is 0.810. (3) The reactants are [C:1](=[O:4])([O-])[O-].[K+].[K+].Cl[C:8]1C=[C:10]([C:14](=O)[C:15]([C:17]2[CH:22]=[CH:21][C:20]([O:23][CH:24]([F:26])[F:25])=[C:19]([CH3:27])[CH:18]=2)=O)[CH:11]=[CH:12][CH:13]=1.[ClH:29].[CH3:30][NH:31][C:32]([NH2:34])=[NH:33].O1CCOCC1. The catalyst is O.C(O)C. The product is [NH2:33][C:32]1[N:31]([CH3:30])[C:1](=[O:4])[C:15]([C:14]2[CH:8]=[CH:13][CH:12]=[C:11]([Cl:29])[CH:10]=2)([C:17]2[CH:22]=[CH:21][C:20]([O:23][CH:24]([F:25])[F:26])=[C:19]([CH3:27])[CH:18]=2)[N:34]=1. The yield is 0.430. (4) The reactants are Cl[C:2]1[CH:7]=[C:6]([Cl:8])[CH:5]=[C:4]([CH:9]2[CH2:11][CH2:10]2)[N:3]=1.[Cl:12][C:13]1[CH:14]=[C:15](B(O)O)[CH:16]=[CH:17][CH:18]=1.C([O-])([O-])=O.[Cs+].[Cs+].C1(C)C=CC=CC=1. The catalyst is O.ClCCl.C1C=CC([P]([Pd]([P](C2C=CC=CC=2)(C2C=CC=CC=2)C2C=CC=CC=2)([P](C2C=CC=CC=2)(C2C=CC=CC=2)C2C=CC=CC=2)[P](C2C=CC=CC=2)(C2C=CC=CC=2)C2C=CC=CC=2)(C2C=CC=CC=2)C2C=CC=CC=2)=CC=1.CCO. The product is [Cl:8][C:6]1[CH:5]=[C:4]([CH:9]2[CH2:11][CH2:10]2)[N:3]=[C:2]([C:17]2[CH:16]=[CH:15][CH:14]=[C:13]([Cl:12])[CH:18]=2)[CH:7]=1. The yield is 0.200. (5) The catalyst is C1COCC1.CO.O. The yield is 0.380. The product is [CH2:7]([O:6][P:4]([CH2:9][C:10]1[CH:15]=[CH:14][C:13]([NH:16][C:17]2[N:22]=[C:21]([NH:23][C:24]3[CH:33]=[CH:32][C:31]([C@@H:34]4[CH2:35][CH2:36][C@H:37]([C:40]([OH:42])=[O:41])[CH2:38][CH2:39]4)=[C:30]4[C:25]=3[C:26](=[O:46])[C:27]([CH3:45])=[CH:28][NH:29]4)[C:20]([C:47]([F:48])([F:50])[F:49])=[CH:19][N:18]=2)=[C:12]([O:51][CH3:52])[CH:11]=1)([O:3][CH2:1][CH3:2])=[O:5])[CH3:8]. The reactants are [CH2:1]([O:3][P:4]([CH2:9][C:10]1[CH:15]=[CH:14][C:13]([NH:16][C:17]2[N:22]=[C:21]([NH:23][C:24]3[CH:33]=[CH:32][C:31]([C@@H:34]4[CH2:39][CH2:38][C@H:37]([C:40]([O:42]CC)=[O:41])[CH2:36][CH2:35]4)=[C:30]4[C:25]=3[C:26](=[O:46])[C:27]([CH3:45])=[CH:28][NH:29]4)[C:20]([C:47]([F:50])([F:49])[F:48])=[CH:19][N:18]=2)=[C:12]([O:51][CH3:52])[CH:11]=1)([O:6][CH2:7][CH3:8])=[O:5])[CH3:2].O.[OH-].[Li+]. (6) The reactants are O=P(Cl)(Cl)[Cl:3].[CH3:6][C@H:7]1[C:15]2[C:14](O)=[N:13][CH:12]=[N:11][C:10]=2[CH2:9][CH2:8]1.C([O-])(O)=O.[Na+]. The catalyst is ClCCCl. The product is [Cl:3][C:14]1[C:15]2[C@H:7]([CH3:6])[CH2:8][CH2:9][C:10]=2[N:11]=[CH:12][N:13]=1. The yield is 0.611. (7) The reactants are [NH2:1][C:2]1[CH:3]=[C:4]([CH:8]=[CH:9][C:10]=1[O:11][CH3:12])[C:5]([NH2:7])=[O:6].[Cl:13][C:14]1[N:19]=[C:18](Cl)[C:17]([Cl:21])=[CH:16][N:15]=1. The catalyst is O1CCCC1. The product is [Cl:13][C:14]1[N:19]=[C:18]([NH:1][C:2]2[CH:3]=[C:4]([CH:8]=[CH:9][C:10]=2[O:11][CH3:12])[C:5]([NH2:7])=[O:6])[C:17]([Cl:21])=[CH:16][N:15]=1. The yield is 0.640.